From a dataset of Forward reaction prediction with 1.9M reactions from USPTO patents (1976-2016). Predict the product of the given reaction. (1) Given the reactants [Br:1][C:2]1[CH:7]=[CH:6][C:5](B(O)O)=[CH:4][CH:3]=1.Br[C:12]1[CH:19]=[CH:18][C:15]([C:16]#[N:17])=[CH:14][CH:13]=1.C(=O)([O-])[O-].[Na+].[Na+], predict the reaction product. The product is: [Br:1][C:2]1[CH:7]=[CH:6][C:5]([C:12]2[CH:19]=[CH:18][C:15]([C:16]#[N:17])=[CH:14][CH:13]=2)=[CH:4][CH:3]=1. (2) Given the reactants C([SiH2][O:6][C:7](C)(C)[C@@H:8]1[CH2:12][NH:11][CH2:10][C@H:9]1[CH2:13][N:14]([CH2:24][CH:25]([CH3:27])[CH3:26])[S:15]([C:18]1[CH:23]=[CH:22][CH:21]=[CH:20][CH:19]=1)(=[O:17])=[O:16])(C)(C)C.CC#N.O.CC#N, predict the reaction product. The product is: [OH:6][CH2:7][C@@H:8]1[CH2:12][NH:11][CH2:10][C@H:9]1[CH2:13][N:14]([CH2:24][CH:25]([CH3:27])[CH3:26])[S:15]([C:18]1[CH:23]=[CH:22][CH:21]=[CH:20][CH:19]=1)(=[O:17])=[O:16]. (3) Given the reactants [Cl:1][C:2]1[CH:21]=[C:20]([O:22]C)[CH:19]=[C:18]([Cl:24])[C:3]=1[CH2:4][CH:5]1[CH2:9][CH2:8][N:7]([C@@H:10]2[CH2:15][CH2:14][CH2:13][CH2:12][C@@H:11]2[CH3:16])[C:6]1=[O:17].B(Br)(Br)Br.O, predict the reaction product. The product is: [Cl:1][C:2]1[CH:21]=[C:20]([OH:22])[CH:19]=[C:18]([Cl:24])[C:3]=1[CH2:4][CH:5]1[CH2:9][CH2:8][N:7]([C@@H:10]2[CH2:15][CH2:14][CH2:13][CH2:12][C@@H:11]2[CH3:16])[C:6]1=[O:17]. (4) Given the reactants [N:1]1[CH:2]=[CH:3][N:4]2[CH:9]=[C:8](B(O)O)[CH:7]=[CH:6][C:5]=12.[CH:13]([C:16]1[CH:20]=[C:19]([C:21]([O:23][CH2:24][CH3:25])=[O:22])[NH:18][N:17]=1)([CH3:15])[CH3:14], predict the reaction product. The product is: [CH:13]([C:16]1[CH:20]=[C:19]([C:21]([O:23][CH2:24][CH3:25])=[O:22])[N:18]([C:8]2[CH:7]=[CH:6][C:5]3[N:4]([CH:3]=[CH:2][N:1]=3)[CH:9]=2)[N:17]=1)([CH3:15])[CH3:14]. (5) Given the reactants [C:1]([C:5]1[CH:6]=[C:7]([NH:23][S:24]([CH3:27])(=[O:26])=[O:25])[C:8]([O:21][CH3:22])=[C:9]([NH:11][C:12](=[O:20])OC2C=CC=CC=2)[CH:10]=1)([CH3:4])([CH3:3])[CH3:2].[Cl:28][C:29]1[N:34]=[C:33]([O:35][C:36]2[C:45]3[C:40](=[CH:41][CH:42]=[CH:43][CH:44]=3)[C:39]([NH2:46])=[CH:38][CH:37]=2)[CH:32]=[CH:31][N:30]=1.CCN(CC)CC, predict the reaction product. The product is: [C:1]([C:5]1[CH:10]=[C:9]([NH:11][C:12]([NH:46][C:39]2[C:40]3[C:45](=[CH:44][CH:43]=[CH:42][CH:41]=3)[C:36]([O:35][C:33]3[CH:32]=[CH:31][N:30]=[C:29]([Cl:28])[N:34]=3)=[CH:37][CH:38]=2)=[O:20])[C:8]([O:21][CH3:22])=[C:7]([NH:23][S:24]([CH3:27])(=[O:25])=[O:26])[CH:6]=1)([CH3:4])([CH3:2])[CH3:3]. (6) Given the reactants [Si]([O:8][CH:9]([C:19]1[CH:20]=[CH:21][C:22]([C:25](=O)[CH2:26][CH2:27][C:28](=O)[CH:29]([C:36]2[CH:41]=[CH:40][C:39]([S:42][CH3:43])=[CH:38][N:37]=2)[CH2:30][CH:31]2[CH2:35][CH2:34][CH2:33][CH2:32]2)=[N:23][CH:24]=1)[CH2:10][O:11][Si](C(C)(C)C)(C)C)(C(C)(C)C)(C)C.C([O-])(=O)C.[NH4+:50].C(=O)([O-])O.[Na+], predict the reaction product. The product is: [CH:31]1([CH2:30][CH:29]([C:28]2[NH:50][C:25]([C:22]3[N:23]=[CH:24][C:19]([CH:9]([OH:8])[CH2:10][OH:11])=[CH:20][CH:21]=3)=[CH:26][CH:27]=2)[C:36]2[CH:41]=[CH:40][C:39]([S:42][CH3:43])=[CH:38][N:37]=2)[CH2:35][CH2:34][CH2:33][CH2:32]1. (7) The product is: [CH2:14]([N:11]([CH2:12][CH3:13])[CH2:9][CH2:8][C:5]1[CH:4]=[CH:3][C:2]([NH2:1])=[CH:7][CH:6]=1)[CH3:15]. Given the reactants [NH2:1][C:2]1[CH:7]=[CH:6][C:5]([CH2:8][C:9]([N:11]([CH2:14][CH3:15])[CH2:12][CH3:13])=O)=[CH:4][CH:3]=1.NC1C=CC(CC(N)=O)=CC=1.CSC.B.Cl.[OH-].[Na+], predict the reaction product. (8) Given the reactants [CH3:1][C:2]1[CH:7]=[CH:6][C:5]([N+:8]([O-])=O)=[C:4]([O:11][CH2:12][CH2:13][O:14][C:15]2[CH:20]=[CH:19][CH:18]=[CH:17][C:16]=2[N+:21]([O-])=O)[CH:3]=1, predict the reaction product. The product is: [NH2:21][C:16]1[CH:17]=[CH:18][CH:19]=[CH:20][C:15]=1[O:14][CH2:13][CH2:12][O:11][C:4]1[CH:3]=[C:2]([CH3:1])[CH:7]=[CH:6][C:5]=1[NH2:8]. (9) The product is: [F:4][C:5]1[CH:6]=[C:7]([CH:10]=[CH:11][C:12]=1[S:2][CH3:1])[C:8]#[N:9]. Given the reactants [CH3:1][S-:2].[Na+].[F:4][C:5]1[CH:6]=[C:7]([CH:10]=[CH:11][C:12]=1F)[C:8]#[N:9], predict the reaction product. (10) Given the reactants [CH3:1][O:2][C:3]1[N:8]=[C:7]2[CH:9]=[CH:10][NH:11][C:6]2=[CH:5][C:4]=1[O:12][CH3:13].[I:14]I.[C:16](O[C:16]([O:18][C:19]([CH3:22])([CH3:21])[CH3:20])=[O:17])([O:18][C:19]([CH3:22])([CH3:21])[CH3:20])=[O:17], predict the reaction product. The product is: [C:19]([O:18][C:16]([N:11]1[C:6]2[C:7](=[N:8][C:3]([O:2][CH3:1])=[C:4]([O:12][CH3:13])[CH:5]=2)[C:9]([I:14])=[CH:10]1)=[O:17])([CH3:22])([CH3:21])[CH3:20].